The task is: Predict the product of the given reaction.. This data is from Forward reaction prediction with 1.9M reactions from USPTO patents (1976-2016). (1) Given the reactants O[CH:2]([C:4]1[S:8][C:7]([C:9]2[CH:10]=[CH:11][C:12](=[O:16])[N:13]([CH3:15])[CH:14]=2)=[CH:6][CH:5]=1)[CH3:3].[CH:17]1[N:21]=[CH:20][N:19](C([N:19]2[CH:20]=[N:21][CH:17]=[CH:18]2)=O)[CH:18]=1, predict the reaction product. The product is: [N:19]1([CH:2]([C:4]2[S:8][C:7]([C:9]3[CH:10]=[CH:11][C:12](=[O:16])[N:13]([CH3:15])[CH:14]=3)=[CH:6][CH:5]=2)[CH3:3])[CH:18]=[CH:17][N:21]=[CH:20]1. (2) Given the reactants [C:1]([C:4]1[CH:5]=[N:6][CH:7]=[CH:8][CH:9]=1)(=O)[CH3:2].Cl.[F:11][C:12]1[CH:17]=[CH:16][C:15]([NH:18][NH2:19])=[CH:14][CH:13]=1.Cl, predict the reaction product. The product is: [F:11][C:12]1[CH:17]=[CH:16][C:15]([NH:18]/[N:19]=[C:1](\[C:4]2[CH:5]=[N:6][CH:7]=[CH:8][CH:9]=2)/[CH3:2])=[CH:14][CH:13]=1. (3) Given the reactants [CH2:1]([O:8][C:9]1[CH:14]=[C:13]([O:15][CH2:16][C:17]2[CH:22]=[CH:21][CH:20]=[CH:19][CH:18]=2)[C:12]([CH:23]([CH3:25])[CH3:24])=[CH:11][C:10]=1[C:26]([N:28]1[CH2:36][C:35]2[C:30](=[CH:31][CH:32]=[C:33]([OH:37])[CH:34]=2)[CH2:29]1)=[O:27])[C:2]1[CH:7]=[CH:6][CH:5]=[CH:4][CH:3]=1.[CH3:38][N:39]([CH3:43])[CH2:40][CH2:41]Cl.Cl.C([O-])([O-])=O.[K+].[K+], predict the reaction product. The product is: [CH2:1]([O:8][C:9]1[CH:14]=[C:13]([O:15][CH2:16][C:17]2[CH:22]=[CH:21][CH:20]=[CH:19][CH:18]=2)[C:12]([CH:23]([CH3:25])[CH3:24])=[CH:11][C:10]=1[C:26]([N:28]1[CH2:36][C:35]2[C:30](=[CH:31][CH:32]=[C:33]([O:37][CH2:41][CH2:40][N:39]([CH3:43])[CH3:38])[CH:34]=2)[CH2:29]1)=[O:27])[C:2]1[CH:7]=[CH:6][CH:5]=[CH:4][CH:3]=1. (4) Given the reactants [Cl:1][C:2]1[CH:3]=[C:4]([S:9][C:10]2[C:18]3[C:13](=[CH:14][C:15]([CH3:19])=[CH:16][CH:17]=3)[NH:12][C:11]=2[CH2:20][CH2:21][C:22]([NH2:24])=[O:23])[CH:5]=[C:6]([Cl:8])[CH:7]=1.Cl[C:26]1[CH:27]=[C:28](SC2[C:31]3[C:26](=[CH:27][C:28](C)=[CH:29][CH:30]=3)NC=2CCC(O)=O)[CH:29]=[C:30](Cl)[CH:31]=1.C(Cl)(=O)C(Cl)=O.C(N)CCCCC.CCN(CC)CC, predict the reaction product. The product is: [Cl:1][C:2]1[CH:3]=[C:4]([S:9][C:10]2[C:18]3[C:13](=[CH:14][C:15]([CH3:19])=[CH:16][CH:17]=3)[NH:12][C:11]=2[CH2:20][CH2:21][C:22]([NH:24][CH2:28][CH2:27][CH2:26][CH2:31][CH2:30][CH3:29])=[O:23])[CH:5]=[C:6]([Cl:8])[CH:7]=1. (5) Given the reactants Br[C:2]1([C:7]([C:9]2[C:17]3[C:12](=[CH:13][C:14]([O:18][CH3:19])=[CH:15][CH:16]=3)[NH:11][N:10]=2)=[O:8])[CH2:6][CH2:5][CH2:4][CH2:3]1.[P:20]([O:25]C)([O:23][CH3:24])[O:21][CH3:22], predict the reaction product. The product is: [P:20]([O:23][CH3:24])([O:21][CH3:22])([O:8][C:7](=[C:2]1[CH2:6][CH2:5][CH2:4][CH2:3]1)[C:9]1[C:17]2[C:12](=[CH:13][C:14]([O:18][CH3:19])=[CH:15][CH:16]=2)[NH:11][N:10]=1)=[O:25]. (6) The product is: [CH:5]([N:1]=[N+:2]=[N-:3])=[CH:6][CH2:7][CH2:8][CH2:9][CH2:10][CH2:11][CH2:12][CH2:13][CH2:14][CH3:15]. Given the reactants [N-:1]=[N+:2]=[N-:3].[Na+].[CH:5](Br)=[CH:6][CH2:7][CH2:8][CH2:9][CH2:10][CH2:11][CH2:12][CH2:13][CH2:14][CH3:15].O, predict the reaction product. (7) Given the reactants [C:1]([N:4]1[C:13]2[C:8](=[CH:9][C:10]([NH2:14])=[CH:11][CH:12]=2)[C:7]([C:16]2[CH:21]=[CH:20][CH:19]=[CH:18][CH:17]=2)([CH3:15])[CH2:6][C:5]1([CH3:23])[CH3:22])(=[O:3])[CH3:2].[C:24](Cl)(=[O:31])[C:25]1[CH:30]=[CH:29][CH:28]=[CH:27][CH:26]=1.C(N(CC)C(C)C)(C)C, predict the reaction product. The product is: [C:1]([N:4]1[C:13]2[C:8](=[CH:9][C:10]([NH:14][C:24](=[O:31])[C:25]3[CH:30]=[CH:29][CH:28]=[CH:27][CH:26]=3)=[CH:11][CH:12]=2)[C:7]([C:16]2[CH:21]=[CH:20][CH:19]=[CH:18][CH:17]=2)([CH3:15])[CH2:6][C:5]1([CH3:23])[CH3:22])(=[O:3])[CH3:2]. (8) Given the reactants [CH3:1][C:2]([C:5]([NH:7][C:8]1[CH:13]=[CH:12][C:11]([O:14][C:15]2[CH:20]=[CH:19][CH:18]=[C:17]([O:21][CH3:22])[CH:16]=2)=[CH:10][CH:9]=1)=[O:6])([CH3:4])[NH2:3].C(N(CC)CC)C.Cl[C:31](Cl)([O:33]C(=O)OC(Cl)(Cl)Cl)Cl, predict the reaction product. The product is: [CH3:4][C:2]1([CH3:1])[NH:3][C:31](=[O:33])[N:7]([C:8]2[CH:13]=[CH:12][C:11]([O:14][C:15]3[CH:20]=[CH:19][CH:18]=[C:17]([O:21][CH3:22])[CH:16]=3)=[CH:10][CH:9]=2)[C:5]1=[O:6].